From a dataset of NCI-60 drug combinations with 297,098 pairs across 59 cell lines. Regression. Given two drug SMILES strings and cell line genomic features, predict the synergy score measuring deviation from expected non-interaction effect. (1) Drug 1: CC12CCC(CC1=CCC3C2CCC4(C3CC=C4C5=CN=CC=C5)C)O. Drug 2: CC1=C(C=C(C=C1)NC2=NC=CC(=N2)N(C)C3=CC4=NN(C(=C4C=C3)C)C)S(=O)(=O)N.Cl. Cell line: MDA-MB-435. Synergy scores: CSS=11.6, Synergy_ZIP=5.61, Synergy_Bliss=10.5, Synergy_Loewe=3.12, Synergy_HSA=6.46. (2) Drug 1: CC1=C2C(C(=O)C3(C(CC4C(C3C(C(C2(C)C)(CC1OC(=O)C(C(C5=CC=CC=C5)NC(=O)OC(C)(C)C)O)O)OC(=O)C6=CC=CC=C6)(CO4)OC(=O)C)OC)C)OC. Drug 2: C1CC(=O)NC(=O)C1N2C(=O)C3=CC=CC=C3C2=O. Cell line: UACC62. Synergy scores: CSS=40.1, Synergy_ZIP=7.06, Synergy_Bliss=7.00, Synergy_Loewe=-27.8, Synergy_HSA=7.20. (3) Drug 1: CCC1(CC2CC(C3=C(CCN(C2)C1)C4=CC=CC=C4N3)(C5=C(C=C6C(=C5)C78CCN9C7C(C=CC9)(C(C(C8N6C=O)(C(=O)OC)O)OC(=O)C)CC)OC)C(=O)OC)O.OS(=O)(=O)O. Drug 2: C1CNP(=O)(OC1)N(CCCl)CCCl. Cell line: PC-3. Synergy scores: CSS=2.00, Synergy_ZIP=1.27, Synergy_Bliss=0.933, Synergy_Loewe=-0.523, Synergy_HSA=-0.324.